From a dataset of Experimentally validated miRNA-target interactions with 360,000+ pairs, plus equal number of negative samples. Binary Classification. Given a miRNA mature sequence and a target amino acid sequence, predict their likelihood of interaction. (1) The miRNA is mmu-miR-466e-3p with sequence UAUACAUACACGCACACAUAAGA. The protein sequence of the target gene is MMPRNNLEASTCKMAEPFNFEKKESKPPPQDPLRSPVAQHNHPTFRLKSPENGNTKNNFLLCEQNKQYLASQEDSSVVSSNPAVVNGEVGGSKGDRKPPPTGNPVSPLSLGNSSPPNQVKTKPSSNVTPEKSKKSHKLFENALSVNNPALFNSLGPPLRSTTCHRCGLFGSLRCSQCKQTYYCSTACQRRDWSSHSTICRPVQQSLNKLEDNKSPFETKAIEVKSEVDCPPGVTKEITAGAERVMFSDLRSLQLKKTMEIKGTVTEFKHPSNFYIQLYSSEVLENMNQLSTSLKETYANV.... Result: 1 (interaction). (2) The miRNA is hsa-miR-6747-5p with sequence AGGGGUGUGGAAAGAGGCAGAACA. The protein sequence of the target gene is MRYKTSLVMRKRLRLYRNTLKESSSSSGHHGPQLTAASSPSVFPGLHEEPPQASPSRPLNGLLRLGLPGDMYARPEPFPPGPAARSDALAAAAALHGYGGMNLTVNLAAPHGPGAFFRYMRQPIKQELICKWLAADGTATPSLCSKTFSTMHELVTHVTVEHVGGPEQANHICFWEECPRQGKPFKAKYKLVNHIRVHTGEKPFPCPFPGCGKVFARSENLKIHKRTHTGEKPFRCEFEGCERRFANSSDRKKHSHVHTSDKPYTCKVRGCDKCYTHPSSLRKHMKVHGRSPPPSSGYDS.... Result: 0 (no interaction). (3) The protein sequence of the target gene is MASEGLAGALASVLAGQGSSVHSCDSAPAGEPPAPVRLRKNVCYVVLAVFLSEQDEVLLIQEAKRECRGSWYLPAGRMEPGETIVEALQREVKEEAGLHCEPETLLSVEERGPSWVRFVFLARPTGGILKTSKEADAESLQAAWYPRTSLPTPLRAHDILHLVELAAQYRQQARHPLILPQELPCDLVCQRLVATFTSAQTVWVLVGTVGMPHLPVTACGLDPMEQRGGMKMAVLRLLQECLTLHHLVVEIKGLLGLQHLGRDHSDGICLNVLVTVAFRSPGIQDEPPKVRGENFSWWKV.... Result: 1 (interaction). The miRNA is hsa-miR-3152-5p with sequence AUUGCCUCUGUUCUAACACAAG. (4) The miRNA is mmu-miR-1843a-5p with sequence UAUGGAGGUCUCUGUCUGACU. The protein sequence of the target gene is MASGRPEELWEAVVGAAERFRARTGTELVLLTAAPPPPPRPGPCAYAAHGRGALAEAARRCLHDIALAHRAATAARPPAPPPAPQPPSPTPSPPRPTLAREDNEEDEDEPTETETSGEQLGISDNGGLFVMDEDATLQDLPPFCESDPESTDDGSLSEETPAGPPTCSVPPASALPTQQYAKSLPVSVPVWGFKEKRTEARSSDEENGPPSSPDLDRIAASMRALVLREAEDTQVFGDLPRPRLNTSDFQKLKRKY. Result: 0 (no interaction). (5) The miRNA is hsa-miR-4326 with sequence UGUUCCUCUGUCUCCCAGAC. The protein sequence of the target gene is MGGFFSSIFSSLFGTREMRILILGLDGAGKTTILYRLQVGEVVTTIPTIGFNVETVTYKNLKFQVWDLGGQTSIRPYWRCYYSNTDAVIYVVDSCDRDRIGISKSELVAMLEEEELRKAILVVFANKQDMEQAMTPSEMANALGLPALKDRKWQIFKTSATKGTGLDEAMEWLVETLKSRQ. Result: 0 (no interaction). (6) The miRNA is hsa-miR-3927-3p with sequence CAGGUAGAUAUUUGAUAGGCAU. The protein sequence of the target gene is MAEEGIAAGGVMDVNTALQEVLKTALIHDGLARGIREAAKALDKRQAHLCVLASNCDEPMYVKLVEALCAEHQINLIKVDDNKKLGEWVGLCKIDREGKPRKVVGCSCVVVKDYGKESQAKDVIEEYFKCKK. Result: 0 (no interaction).